From a dataset of Forward reaction prediction with 1.9M reactions from USPTO patents (1976-2016). Predict the product of the given reaction. (1) Given the reactants O.NN.[Cl:4][C:5]1[CH:6]=[C:7]([C:13](=O)[C:14]([OH:16])=[O:15])[CH:8]=[CH:9][C:10]=1[S:11][CH3:12].[OH-].[K+].Cl, predict the reaction product. The product is: [Cl:4][C:5]1[CH:6]=[C:7]([CH2:13][C:14]([OH:16])=[O:15])[CH:8]=[CH:9][C:10]=1[S:11][CH3:12]. (2) The product is: [CH2:10]([O:12][C:13]([NH:15][C:16]([NH2:7])=[S:17])=[O:14])[CH3:11].[CH3:1][O:2][C:3]1[CH:4]=[CH:5][C:6]([NH2:9])=[N:7][CH:8]=1. Given the reactants [CH3:1][O:2][C:3]1[CH:4]=[CH:5][C:6]([NH2:9])=[N:7][CH:8]=1.[CH2:10]([O:12][C:13]([N:15]=[C:16]=[S:17])=[O:14])[CH3:11], predict the reaction product.